From a dataset of Full USPTO retrosynthesis dataset with 1.9M reactions from patents (1976-2016). Predict the reactants needed to synthesize the given product. (1) Given the product [CH:1]([O:4][C:5]([N:7]1[CH2:12][CH2:11][CH:10]([O:13][C:14]2[C:19]([CH3:20])=[C:18]([O:21][C:22]3[CH:27]=[CH:26][C:25]([C:28](=[O:29])[NH:36][CH2:35][CH2:34][O:33][CH3:32])=[CH:24][C:23]=3[F:31])[N:17]=[CH:16][N:15]=2)[CH2:9][CH2:8]1)=[O:6])([CH3:2])[CH3:3], predict the reactants needed to synthesize it. The reactants are: [CH:1]([O:4][C:5]([N:7]1[CH2:12][CH2:11][CH:10]([O:13][C:14]2[C:19]([CH3:20])=[C:18]([O:21][C:22]3[CH:27]=[CH:26][C:25]([C:28](O)=[O:29])=[CH:24][C:23]=3[F:31])[N:17]=[CH:16][N:15]=2)[CH2:9][CH2:8]1)=[O:6])([CH3:3])[CH3:2].[CH3:32][O:33][CH2:34][CH2:35][NH2:36].CN(C(ON1N=NC2C=CC=NC1=2)=[N+](C)C)C.F[P-](F)(F)(F)(F)F.C(N(CC)CC)C. (2) The reactants are: [O:1]1[C:6]2[CH:7]=[CH:8][C:9]([NH:11][C:12]3[CH:17]=[C:16](I)[CH:15]=[CH:14][N:13]=3)=[CH:10][C:5]=2[O:4][CH2:3][CH2:2]1.[F:19][C:20]([F:35])([F:34])[C:21]1[CH:22]=[C:23](B(O)O)[CH:24]=[C:25]([C:27]([F:30])([F:29])[F:28])[CH:26]=1. Given the product [F:19][C:20]([F:34])([F:35])[C:21]1[CH:22]=[C:23]([C:16]2[CH:15]=[CH:14][N:13]=[C:12]([NH:11][C:9]3[CH:8]=[CH:7][C:6]4[O:1][CH2:2][CH2:3][O:4][C:5]=4[CH:10]=3)[CH:17]=2)[CH:24]=[C:25]([C:27]([F:28])([F:29])[F:30])[CH:26]=1, predict the reactants needed to synthesize it. (3) Given the product [Br:1][C:2]1[CH:10]=[CH:9][CH:8]=[CH:7][C:3]=1[NH:29][C:27](=[O:43])[O:39][CH:34]1[CH2:33][CH:32]2[N:31]([CH3:30])[CH:36]([CH2:37][CH2:38]2)[CH2:35]1, predict the reactants needed to synthesize it. The reactants are: [Br:1][C:2]1[CH:10]=[CH:9][CH:8]=[CH:7][C:3]=1C(O)=O.[N-]=[N+]=[N-].C1(PC2C=CC=CC=2)C=CC=CC=1.[CH2:27]([NH2:29])C.[CH3:30][N:31]1[CH:36]2[CH2:37][CH2:38][CH:32]1[CH2:33][CH:34]([OH:39])[CH2:35]2.C1C[O:43]CC1.